Task: Predict the product of the given reaction.. Dataset: Forward reaction prediction with 1.9M reactions from USPTO patents (1976-2016) (1) Given the reactants [Cl:1][C:2]1[N:27]=[C:26]([Cl:28])[CH:25]=[C:24]([CH3:29])[C:3]=1[C:4]([NH:6][CH2:7][CH2:8][C@H:9]([N:11]1[CH2:16][CH2:15][CH:14]([NH:17][CH2:18][C:19]2[CH:23]=[CH:22][S:21][CH:20]=2)[CH2:13][CH2:12]1)[CH3:10])=[O:5].CCN(C(C)C)C(C)C.C([O:42][CH2:43][C:44](Cl)=[O:45])(=O)C.C([O-])(O)=O.[Na+], predict the reaction product. The product is: [Cl:1][C:2]1[N:27]=[C:26]([Cl:28])[CH:25]=[C:24]([CH3:29])[C:3]=1[C:4]([NH:6][CH2:7][CH2:8][C@H:9]([N:11]1[CH2:16][CH2:15][CH:14]([N:17]([C:43](=[O:42])[CH2:44][OH:45])[CH2:18][C:19]2[CH:23]=[CH:22][S:21][CH:20]=2)[CH2:13][CH2:12]1)[CH3:10])=[O:5]. (2) Given the reactants [F:1][C:2]1[CH:7]=[CH:6][C:5]([N+:8]([O-])=O)=[CH:4][C:3]=1[NH:11][C:12](=[O:19])[C:13]1[CH:18]=[CH:17][CH:16]=[CH:15][CH:14]=1, predict the reaction product. The product is: [NH2:8][C:5]1[CH:6]=[CH:7][C:2]([F:1])=[C:3]([NH:11][C:12](=[O:19])[C:13]2[CH:18]=[CH:17][CH:16]=[CH:15][CH:14]=2)[CH:4]=1.